Dataset: Catalyst prediction with 721,799 reactions and 888 catalyst types from USPTO. Task: Predict which catalyst facilitates the given reaction. Reactant: CC(C)([O-])C.[K+].[C:7]([CH2:9]P(=O)(OCC)OCC)#[N:8].[CH:18]([CH:20]1[CH2:25][CH2:24][CH2:23][CH:22]([NH:26][C:27](=[O:33])[O:28][C:29]([CH3:32])([CH3:31])[CH3:30])[CH2:21]1)=O. The catalyst class is: 7. Product: [C:7]([CH:9]=[CH:18][CH:20]1[CH2:25][CH2:24][CH2:23][CH:22]([NH:26][C:27](=[O:33])[O:28][C:29]([CH3:32])([CH3:31])[CH3:30])[CH2:21]1)#[N:8].